Dataset: Full USPTO retrosynthesis dataset with 1.9M reactions from patents (1976-2016). Task: Predict the reactants needed to synthesize the given product. (1) Given the product [C:1]([C:3]1[CH:8]=[CH:7][C:6]([CH:9]([C:24]2[C:29](=[O:30])[CH2:28][CH:27]([C:31]3[CH:69]=[C:70]([O:78][CH3:79])[C:71]([O:76][CH3:77])=[C:72]([O:74][CH3:75])[CH:73]=3)[CH2:26][C:25]=2[O:35][CH2:36][CH3:37])[NH:10][C:11]([NH:13][C:14]2[CH:19]=[CH:18][CH:17]=[C:16]([C:20]([F:21])([F:22])[F:23])[CH:15]=2)=[O:12])=[CH:5][CH:4]=1)#[N:2], predict the reactants needed to synthesize it. The reactants are: [C:1]([C:3]1[CH:8]=[CH:7][C:6]([CH:9]([C:24]2[C:29](=[O:30])[CH2:28][CH:27]([C:31](F)(F)F)[CH2:26][C:25]=2[O:35][CH2:36][CH3:37])[NH:10][C:11]([NH:13][C:14]2[CH:19]=[CH:18][CH:17]=[C:16]([C:20]([F:23])([F:22])[F:21])[CH:15]=2)=[O:12])=[CH:5][CH:4]=1)#[N:2].C(C1C=CC(C(C2C(=O)CC(C3[CH:73]=[C:72]([O:74][CH3:75])[C:71]([O:76][CH3:77])=[C:70]([O:78][CH3:79])[CH:69]=3)CC=2O)NC(NC2C=CC=C(C(F)(F)F)C=2)=O)=CC=1)#N. (2) Given the product [Cl:37][C:38]1[CH:46]=[CH:45][C:41]([C:42]([NH:1][C:2]2[CH:3]=[C:4]([C:10]([N:12]3[CH2:15][CH:14]([C:16]4[CH:21]=[CH:20][C:19]([C:22]5[CH:23]=[N:24][N:25]([CH3:27])[CH:26]=5)=[CH:18][CH:17]=4)[CH2:13]3)=[O:11])[CH:5]=[CH:6][C:7]=2[O:8][CH3:9])=[O:43])=[CH:40][N:39]=1, predict the reactants needed to synthesize it. The reactants are: [NH2:1][C:2]1[CH:3]=[C:4]([C:10]([N:12]2[CH2:15][CH:14]([C:16]3[CH:21]=[CH:20][C:19]([C:22]4[CH:23]=[N:24][N:25]([CH3:27])[CH:26]=4)=[CH:18][CH:17]=3)[CH2:13]2)=[O:11])[CH:5]=[CH:6][C:7]=1[O:8][CH3:9].CCN(C(C)C)C(C)C.[Cl:37][C:38]1[CH:46]=[CH:45][C:41]([C:42](Cl)=[O:43])=[CH:40][N:39]=1. (3) Given the product [Cl:23][C:22]1[C:17]2[N:16]=[C:15]3[N:10]([C:7]4[CH:8]=[CH:9][C:4]([Br:3])=[CH:5][C:6]=4[CH3:28])[CH2:11][CH2:12][CH2:13][N:14]3[C:18]=2[C:19]([CH2:24][OH:25])=[CH:20][CH:21]=1, predict the reactants needed to synthesize it. The reactants are: [BH4-].[Li+].[Br:3][C:4]1[CH:9]=[CH:8][C:7]([N:10]2[C:15]3=[N:16][C:17]4[C:18](=[C:19]([C:24](OC)=[O:25])[CH:20]=[CH:21][C:22]=4[Cl:23])[N:14]3[CH2:13][CH2:12][CH2:11]2)=[C:6]([CH3:28])[CH:5]=1.